This data is from Full USPTO retrosynthesis dataset with 1.9M reactions from patents (1976-2016). The task is: Predict the reactants needed to synthesize the given product. (1) The reactants are: [CH3:1][O:2][C:3](=[O:22])[C:4]1[CH:9]=[CH:8][C:7](OS(C(F)(F)F)(=O)=O)=[C:6]([C:18]([F:21])([F:20])[F:19])[CH:5]=1.[CH:23]1(B(O)O)[CH2:25][CH2:24]1.C(=O)([O-])[O-].[Cs+].[Cs+].C(=O)(O)[O-].[Na+]. Given the product [CH3:1][O:2][C:3](=[O:22])[C:4]1[CH:9]=[CH:8][C:7]([CH:23]2[CH2:25][CH2:24]2)=[C:6]([C:18]([F:21])([F:20])[F:19])[CH:5]=1, predict the reactants needed to synthesize it. (2) The reactants are: [OH:1][C@@H:2]1[CH2:18][C@@H:17]2[C@@:5]([CH3:28])([C@@H:6]3[C@@H:14]([CH2:15][CH2:16]2)[C@:13]2([OH:19])[C@@:9]([CH3:27])([C@@H:10]([C:20]4[CH:21]=[CH:22][C:23](=[O:26])[O:24][CH:25]=4)[CH2:11][CH2:12]2)[CH2:8][CH2:7]3)[CH2:4][CH2:3]1.OS([O-])=O.[Na+]. Given the product [OH:19][C@:13]12[CH2:12][CH2:11][C@H:10]([C:20]3[CH:21]=[CH:22][C:23](=[O:26])[O:24][CH:25]=3)[C@@:9]1([CH3:27])[CH2:8][CH2:7][C@H:6]1[C@H:14]2[CH2:15][CH2:16][C@H:17]2[C@:5]1([CH3:28])[CH2:4][CH2:3][C:2](=[O:1])[CH2:18]2, predict the reactants needed to synthesize it.